From a dataset of Forward reaction prediction with 1.9M reactions from USPTO patents (1976-2016). Predict the product of the given reaction. (1) Given the reactants Cl[CH2:2][CH2:3][CH2:4][O:5][C:6]1[CH:11]=[CH:10][C:9]([C:12]2[O:13][CH:14]=[C:15]([CH2:17][C:18](=[O:24])[N:19]3[CH2:23][CH2:22][CH2:21][CH2:20]3)[N:16]=2)=[CH:8][CH:7]=1.[I-].[Na+].[CH3:27][CH:28]1[CH2:32][CH2:31][CH2:30][NH:29]1.ClCCl, predict the reaction product. The product is: [CH3:27][CH:28]1[CH2:32][CH2:31][CH2:30][N:29]1[CH2:2][CH2:3][CH2:4][O:5][C:6]1[CH:11]=[CH:10][C:9]([C:12]2[O:13][CH:14]=[C:15]([CH2:17][C:18](=[O:24])[N:19]3[CH2:23][CH2:22][CH2:21][CH2:20]3)[N:16]=2)=[CH:8][CH:7]=1. (2) Given the reactants [Si]([O:18][CH2:19][CH2:20][C:21]1[CH:22]=[C:23]([CH:57]=[CH:58][CH:59]=1)[C:24]([NH:26][C:27]1[S:28][C:29]2[CH2:56][CH2:55][CH2:54][CH2:53][C:30]=2[C:31]=1[C:32]([NH:34][C:35]1[CH:40]=[CH:39][C:38]([CH2:41][CH2:42][C:43]2[CH:52]=[CH:51][C:46]([C:47]([O:49][CH3:50])=[O:48])=[CH:45][CH:44]=2)=[CH:37][CH:36]=1)=[O:33])=[O:25])(C(C)(C)C)(C1C=CC=CC=1)C1C=CC=CC=1.[F-].C([N+](CCCC)(CCCC)CCCC)CCC, predict the reaction product. The product is: [OH:18][CH2:19][CH2:20][C:21]1[CH:22]=[C:23]([CH:57]=[CH:58][CH:59]=1)[C:24]([NH:26][C:27]1[S:28][C:29]2[CH2:56][CH2:55][CH2:54][CH2:53][C:30]=2[C:31]=1[C:32]([NH:34][C:35]1[CH:40]=[CH:39][C:38]([CH2:41][CH2:42][C:43]2[CH:44]=[CH:45][C:46]([C:47]([O:49][CH3:50])=[O:48])=[CH:51][CH:52]=2)=[CH:37][CH:36]=1)=[O:33])=[O:25]. (3) Given the reactants [C:1]1(=[O:7])[O:6][C:4](=[O:5])[CH2:3][CH2:2]1.[CH2:8]([OH:15])[C:9]1C=CC=CC=1.C(N(CC)CC)C.[C:23]([O:26][CH:27](Br)[CH3:28])(=[O:25])[CH3:24].[C:30]1([CH3:36])[CH:35]=[CH:34][CH:33]=CC=1, predict the reaction product. The product is: [CH2:27]([O:26][C:23](=[O:25])[CH2:24][CH2:2][C:1]([O:6][CH:4]([O:5][C:8](=[O:15])[CH3:9])[CH3:3])=[O:7])[C:28]1[CH:33]=[CH:34][CH:35]=[CH:30][CH:36]=1. (4) Given the reactants Cl[C:2]1[N:10]=[C:9]2[C:5]([N:6]=[CH:7][N:8]2[CH:11]2[CH2:16][CH2:15][CH2:14][CH2:13][O:12]2)=[C:4]([NH2:17])[N:3]=1.[NH:18]1[CH2:23][CH2:22][O:21][CH2:20][CH2:19]1.CCN(C(C)C)C(C)C, predict the reaction product. The product is: [O:21]1[CH2:22][CH2:23][N:18]([C:2]2[N:10]=[C:9]3[C:5]([N:6]=[CH:7][N:8]3[CH:11]3[CH2:16][CH2:15][CH2:14][CH2:13][O:12]3)=[C:4]([NH2:17])[N:3]=2)[CH2:19][CH2:20]1. (5) Given the reactants [OH:1][CH:2]([C:15]1[CH:20]=[CH:19][CH:18]=[CH:17][CH:16]=1)[CH:3]1[CH2:7][CH2:6][N:5]([C:8]([O:10][C:11]([CH3:14])([CH3:13])[CH3:12])=[O:9])[CH2:4]1.[CH3:21][O:22][CH2:23][CH2:24][CH2:25][CH2:26]I.[H-].[Na+], predict the reaction product. The product is: [CH3:21][O:22][CH2:23][CH2:24][CH2:25][CH2:26][O:1][CH:2]([C:15]1[CH:16]=[CH:17][CH:18]=[CH:19][CH:20]=1)[CH:3]1[CH2:7][CH2:6][N:5]([C:8]([O:10][C:11]([CH3:13])([CH3:14])[CH3:12])=[O:9])[CH2:4]1. (6) Given the reactants ClC1[NH+:11]2[CH2:12][CH2:13][C:14]3[C:19]([C:10]2=[C:9]([CH3:23])[C:8]2[CH:7]=[CH:6][C:5]([O:24][CH3:25])=C(OC)C1=2)=[CH:18][C:17]1[O:20][CH2:21][O:22][C:16]=1[CH:15]=3.[Cl-].C[Mg]Cl.O1C[CH2:35][CH2:34][CH2:33]1.[CH2:37]([O:39][CH2:40][CH3:41])C, predict the reaction product. The product is: [CH3:37][O:39][C:40]1[C:41]2[C:34]([CH3:35])([CH3:33])[N:11]3[CH2:12][CH2:13][C:14]4[C:19]([C:10]3=[C:9]([CH3:23])[C:8]=2[CH:7]=[CH:6][C:5]=1[O:24][CH3:25])=[CH:18][C:17]1[O:20][CH2:21][O:22][C:16]=1[CH:15]=4. (7) Given the reactants I[C:2]1[CH:3]=[C:4]([CH3:8])[CH:5]=[CH:6][CH:7]=1.[Br:9][C:10]1[C:15](B2OC(C)(C)C(C)(C)O2)=[C:14]([F:25])[C:13]([O:26][CH3:27])=[CH:12][CH:11]=1.C(=O)([O-])[O-].[K+].[K+], predict the reaction product. The product is: [Br:9][C:10]1[C:15]([C:2]2[CH:7]=[CH:6][CH:5]=[C:4]([CH3:8])[CH:3]=2)=[C:14]([F:25])[C:13]([O:26][CH3:27])=[CH:12][CH:11]=1. (8) Given the reactants [Br:1][C:2]1[C:7]([O:8][CH2:9][C:10]([O:12]CC)=[O:11])=[C:6]([O:15][CH3:16])[C:5]([O:17][CH:18]([F:20])[F:19])=[CH:4][CH:3]=1.[OH-].[Li+], predict the reaction product. The product is: [Br:1][C:2]1[C:7]([O:8][CH2:9][C:10]([OH:12])=[O:11])=[C:6]([O:15][CH3:16])[C:5]([O:17][CH:18]([F:19])[F:20])=[CH:4][CH:3]=1. (9) Given the reactants [C:1]([O:5][C:6]([N:8]1[C:16]2[C:11](=[C:12]([Cl:19])[C:13]([CH2:17]Br)=[CH:14][CH:15]=2)[CH:10]=[CH:9]1)=[O:7])([CH3:4])([CH3:3])[CH3:2].[C:20]1(=[O:30])[NH:24][C:23](=[O:25])[C:22]2=[CH:26][CH:27]=[CH:28][CH:29]=[C:21]12.[K], predict the reaction product. The product is: [C:1]([O:5][C:6]([N:8]1[C:16]2[C:11](=[C:12]([Cl:19])[C:13]([CH2:17][N:24]3[C:20](=[O:30])[C:21]4[C:22](=[CH:26][CH:27]=[CH:28][CH:29]=4)[C:23]3=[O:25])=[CH:14][CH:15]=2)[CH:10]=[CH:9]1)=[O:7])([CH3:4])([CH3:3])[CH3:2]. (10) Given the reactants Cl.[CH3:2][C:3]1([NH:6][OH:7])[CH2:5][CH2:4]1.[S:8]([C:12]1[CH:19]=[C:18]([S:20]([OH:23])(=[O:22])=[O:21])[CH:17]=[CH:16][C:13]=1[CH:14]=O)([OH:11])(=[O:10])=[O:9], predict the reaction product. The product is: [CH3:2][C:3]1([N+:6]([O-:7])=[CH:14][C:13]2[CH:16]=[CH:17][C:18]([S:20]([OH:23])(=[O:21])=[O:22])=[CH:19][C:12]=2[S:8]([OH:11])(=[O:10])=[O:9])[CH2:5][CH2:4]1.